This data is from hERG Central: cardiac toxicity at 1µM, 10µM, and general inhibition. The task is: Predict hERG channel inhibition at various concentrations. The drug is Cn1cc([C@@H]2C[C@H]3CN(Cc4cccc(Cl)c4)C(=O)[C@]34CCCN24)c2ccccc21. Results: hERG_inhib (hERG inhibition (general)): blocker.